Dataset: Forward reaction prediction with 1.9M reactions from USPTO patents (1976-2016). Task: Predict the product of the given reaction. (1) Given the reactants C(OC([N:8]1[CH2:13][CH2:12][C:11]2[N:14]([CH2:26][C:27]3[CH:32]=[CH:31][CH:30]=[CH:29][CH:28]=3)[CH:15]=[C:16]([C:17]3[CH:22]=[CH:21][C:20]([N+:23]([O-:25])=[O:24])=[CH:19][CH:18]=3)[C:10]=2[CH2:9]1)=O)(C)(C)C.C(OC(N1CCC(=O)CC1)=O)(C)(C)C.C(N)C1C=CC=CC=1.[N+](C1C=CC(C=C[N+]([O-])=O)=CC=1)([O-])=O, predict the reaction product. The product is: [CH2:26]([N:14]1[C:11]2[CH2:12][CH2:13][NH:8][CH2:9][C:10]=2[C:16]([C:17]2[CH:18]=[CH:19][C:20]([N+:23]([O-:25])=[O:24])=[CH:21][CH:22]=2)=[CH:15]1)[C:27]1[CH:28]=[CH:29][CH:30]=[CH:31][CH:32]=1. (2) Given the reactants [F:1][C:2]1[CH:7]=[CH:6][C:5]([C:8]2[N:12]([CH3:13])[N:11]=[CH:10][C:9]=2/[CH:14]=[CH:15]/[C:16]([NH:18][C:19]2[CH:24]=[CH:23][C:22]([CH2:25][S:26][CH3:27])=[CH:21][CH:20]=2)=[O:17])=[CH:4][CH:3]=1.ClC1C=CC=C(C(OO)=[O:36])C=1.S([O-])([O-])=O.[Na+].[Na+], predict the reaction product. The product is: [F:1][C:2]1[CH:7]=[CH:6][C:5]([C:8]2[N:12]([CH3:13])[N:11]=[CH:10][C:9]=2/[CH:14]=[CH:15]/[C:16]([NH:18][C:19]2[CH:20]=[CH:21][C:22]([CH2:25][S:26]([CH3:27])=[O:36])=[CH:23][CH:24]=2)=[O:17])=[CH:4][CH:3]=1. (3) Given the reactants [CH2:1]([C:4]1[CH:25]=[CH:24][C:7]([NH:8][C:9]2[C:21]([F:22])=[C:20]([F:23])[CH:19]=[CH:18][C:10]=2[C:11]([NH:13][O:14][CH2:15][CH2:16][OH:17])=[O:12])=[C:6]([F:26])[CH:5]=1)[CH:2]=C.[C:27]([O-:30])([O-])=O.[K+].[K+].N12CCN(CC1)CC2.[O-:41]S(S([O-])=O)=O.[Na+].[Na+], predict the reaction product. The product is: [OH:41][CH:2]([CH2:27][OH:30])[CH2:1][C:4]1[CH:25]=[CH:24][C:7]([NH:8][C:9]2[C:21]([F:22])=[C:20]([F:23])[CH:19]=[CH:18][C:10]=2[C:11]([NH:13][O:14][CH2:15][CH2:16][OH:17])=[O:12])=[C:6]([F:26])[CH:5]=1. (4) Given the reactants C(=O)=O.CC(C)=O.[NH2:8][C:9]1[S:10][C:11]2[C:16]([NH:17][C@H:18]([CH2:21][CH:22]([CH3:24])[CH3:23])[CH2:19][OH:20])=[N:15][C:14]([S:25]CC3C=CC=CC=3)=[N:13][C:12]=2[N:33]=1.[Na].[NH4+].[Cl-], predict the reaction product. The product is: [NH2:8][C:9]1[S:10][C:11]2[C:16]([NH:17][C@H:18]([CH2:21][CH:22]([CH3:23])[CH3:24])[CH2:19][OH:20])=[N:15][C:14]([SH:25])=[N:13][C:12]=2[N:33]=1. (5) Given the reactants Br.[OH:2][C:3]1[CH:4]=[C:5]2[C:10](=[CH:11][C:12]=1[OH:13])[C@H:9]([CH2:14][C:15]1[C:24]3[C:19](=[CH:20][CH:21]=[CH:22][CH:23]=3)[CH:18]=[CH:17][CH:16]=1)[NH:8][CH2:7][CH2:6]2.C(=O)(O)[O-].[Na+].[CH3:30][S:31]([O-:34])(=[O:33])=[O:32], predict the reaction product. The product is: [CH3:30][S:31]([OH:34])(=[O:33])=[O:32].[OH:2][C:3]1[CH:4]=[C:5]2[C:10](=[CH:11][C:12]=1[OH:13])[C@H:9]([CH2:14][C:15]1[C:24]3[C:19](=[CH:20][CH:21]=[CH:22][CH:23]=3)[CH:18]=[CH:17][CH:16]=1)[NH:8][CH2:7][CH2:6]2.